Predict the reaction yield, written as a fraction of the theoretical maximum amount of product (1.0 means a 100% yield; for example, 0.34 means a 34% yield). From a dataset of Reaction yield outcomes from USPTO patents with 853,638 reactions. (1) The catalyst is C(O)C. The product is [CH3:9][NH:10][N:11]=[C:1]([C:3]1[CH:8]=[CH:7][CH:6]=[CH:5][N:4]=1)[NH2:2]. The yield is 0.716. The reactants are [C:1]([C:3]1[CH:8]=[CH:7][CH:6]=[CH:5][N:4]=1)#[N:2].[CH3:9][NH:10][NH2:11].NN. (2) The reactants are [NH:1]1[CH:5]=[N:4][C:3]([C:6]2[CH:7]=[C:8]3[C:12](=[CH:13][CH:14]=2)[NH:11][N:10]=[C:9]3[C:15]2[CH:20]=[CH:19][CH:18]=[C:17]([O:21][CH2:22][CH2:23][N:24]3[CH2:29][CH2:28][NH:27][CH2:26][CH2:25]3)[CH:16]=2)=[N:2]1.N1C=CC=CC=1.C(N(CC)CC)C.[C:43](OC(=O)C)(=[O:45])[CH3:44].[OH-].[NH4+]. No catalyst specified. The product is [NH:2]1[C:3]([C:6]2[CH:7]=[C:8]3[C:12](=[CH:13][CH:14]=2)[NH:11][N:10]=[C:9]3[C:15]2[CH:16]=[C:17]([CH:18]=[CH:19][CH:20]=2)[O:21][CH2:22][CH2:23][N:24]2[CH2:29][CH2:28][N:27]([C:43](=[O:45])[CH3:44])[CH2:26][CH2:25]2)=[N:4][CH:5]=[N:1]1. The yield is 0.0900. (3) The reactants are [OH:1][C:2]1[CH:10]=[C:9]2[C:5]([CH:6]=[C:7]([C:11]([OH:13])=O)[NH:8]2)=[CH:4][CH:3]=1.C(N(CC)CC)C.[CH2:21]([CH:28]1[CH2:33][CH2:32][NH:31][CH2:30][CH2:29]1)[C:22]1[CH:27]=[CH:26][CH:25]=[CH:24][CH:23]=1.CN(C(ON1N=NC2C=CC=CC1=2)=[N+](C)C)C.F[P-](F)(F)(F)(F)F. The catalyst is CN(C)C=O. The product is [CH2:21]([CH:28]1[CH2:33][CH2:32][N:31]([C:11]([C:7]2[NH:8][C:9]3[C:5]([CH:6]=2)=[CH:4][CH:3]=[C:2]([OH:1])[CH:10]=3)=[O:13])[CH2:30][CH2:29]1)[C:22]1[CH:27]=[CH:26][CH:25]=[CH:24][CH:23]=1. The yield is 0.710. (4) The reactants are Cl[C:2]1[C:7]([CH2:8][OH:9])=[C:6]([CH3:10])[N:5]=[C:4]2[N:11]([CH2:16][C:17]3[CH:22]=[CH:21][C:20]([O:23][CH3:24])=[CH:19][CH:18]=3)[C:12]([CH3:15])=[C:13]([CH3:14])[C:3]=12.[Cl:25][C:26]1[CH:31]=[CH:30][C:29](B2OC(C)(C)C(C)(C)O2)=[CH:28][CH:27]=1.C(=O)([O-])[O-].[K+].[K+]. The catalyst is CN(C)C=O. The product is [Cl:25][C:26]1[CH:31]=[CH:30][C:29]([C:2]2[C:7]([CH2:8][OH:9])=[C:6]([CH3:10])[N:5]=[C:4]3[N:11]([CH2:16][C:17]4[CH:22]=[CH:21][C:20]([O:23][CH3:24])=[CH:19][CH:18]=4)[C:12]([CH3:15])=[C:13]([CH3:14])[C:3]=23)=[CH:28][CH:27]=1. The yield is 0.460.